Dataset: Full USPTO retrosynthesis dataset with 1.9M reactions from patents (1976-2016). Task: Predict the reactants needed to synthesize the given product. (1) Given the product [CH3:46][O:45][CH2:42][C:43]#[C:44][C:7]1[CH:15]=[CH:14][C:13]([C:16]2[N:17]([C:32]([O:34][C:35]([CH3:38])([CH3:36])[CH3:37])=[O:33])[C:18]3[C:23]([CH:24]=2)=[CH:22][C:21]([CH2:25][N:26]2[CH2:27][CH2:28][CH2:29][CH2:30][CH2:31]2)=[CH:20][CH:19]=3)=[C:12]2[C:8]=1[CH2:9][NH:10][C:11]2=[O:39], predict the reactants needed to synthesize it. The reactants are: FC(F)(F)S(O[C:7]1[CH:15]=[CH:14][C:13]([C:16]2[N:17]([C:32]([O:34][C:35]([CH3:38])([CH3:37])[CH3:36])=[O:33])[C:18]3[C:23]([CH:24]=2)=[CH:22][C:21]([CH2:25][N:26]2[CH2:31][CH2:30][CH2:29][CH2:28][CH2:27]2)=[CH:20][CH:19]=3)=[C:12]2[C:8]=1[CH2:9][NH:10][C:11]2=[O:39])(=O)=O.[CH2:42]([O:45][CH3:46])[C:43]#[CH:44]. (2) The reactants are: [C:1]([O:5][C:6]([NH:8][CH:9]([CH2:13][C:14]1[CH:19]=[CH:18][C:17]([O:20][C:21]2[CH:26]=[CH:25][C:24]([CH2:27][CH:28]3[S:32][C:31](=[O:33])[NH:30][C:29]3=[O:34])=[CH:23][CH:22]=2)=[CH:16][CH:15]=1)[C:10](O)=[O:11])=[O:7])([CH3:4])([CH3:3])[CH3:2].F[P-](F)(F)(F)(F)F.N1(O[P+](N(C)C)(N(C)C)[N:53]([CH3:55])[CH3:54])C2C=CC=CC=2N=N1.CNC. Given the product [C:1]([O:5][C:6](=[O:7])[NH:8][CH:9]([C:10](=[O:11])[N:53]([CH3:55])[CH3:54])[CH2:13][C:14]1[CH:15]=[CH:16][C:17]([O:20][C:21]2[CH:26]=[CH:25][C:24]([CH2:27][CH:28]3[S:32][C:31](=[O:33])[NH:30][C:29]3=[O:34])=[CH:23][CH:22]=2)=[CH:18][CH:19]=1)([CH3:2])([CH3:3])[CH3:4], predict the reactants needed to synthesize it. (3) Given the product [C:1]([O:5][C:6](=[O:22])[CH2:7][C:8]([CH2:26][CH3:27])([OH:21])[CH2:9][CH:10]([OH:20])[CH2:11][CH2:12][C:13]1[CH:18]=[CH:17][CH:16]=[C:15]([F:19])[CH:14]=1)([CH3:4])([CH3:2])[CH3:3], predict the reactants needed to synthesize it. The reactants are: [C:1]([O:5][C:6](=[O:22])[CH2:7][C:8](=[O:21])[CH2:9][CH:10]([OH:20])[CH2:11][CH2:12][C:13]1[CH:18]=[CH:17][CH:16]=[C:15]([F:19])[CH:14]=1)([CH3:4])([CH3:3])[CH3:2].[BH4-].[Na+].Cl.[CH2:26]1COC[CH2:27]1. (4) Given the product [Cl:1][C:2]1[CH:3]=[C:4]([CH:36]=[CH:37][C:38]=1[O:39][CH3:40])[CH2:5][NH:6][C:7]1[C:12]([C:13]([O:15][CH2:16][CH2:17][O:18][CH2:19][C:20]2[CH:25]=[CH:24][CH:23]=[CH:22][CH:21]=2)=[O:14])=[C:11]([N:26]2[CH2:31][CH2:30][CH:29]([OH:32])[CH2:28][CH2:27]2)[N:10]=[C:9]([N:45]2[CH2:51][CH2:50][CH2:49][CH:46]2[CH2:47][OH:48])[N:8]=1, predict the reactants needed to synthesize it. The reactants are: [Cl:1][C:2]1[CH:3]=[C:4]([CH:36]=[CH:37][C:38]=1[O:39][CH3:40])[CH2:5][NH:6][C:7]1[C:12]([C:13]([O:15][CH2:16][CH2:17][O:18][CH2:19][C:20]2[CH:25]=[CH:24][CH:23]=[CH:22][CH:21]=2)=[O:14])=[C:11]([N:26]2[CH2:31][CH2:30][CH:29]([OH:32])[CH2:28][CH2:27]2)[N:10]=[C:9](S(C)=O)[N:8]=1.C(Cl)(Cl)Cl.[NH:45]1[CH2:51][CH2:50][CH2:49][C@H:46]1[CH2:47][OH:48].C(N(CC)CC)C. (5) Given the product [CH2:26]([NH:28][C:2]1[S:10][C:9]2[C:8]([C:11]([C:13]3[S:14][CH:15]=[CH:16][CH:17]=3)=[O:12])=[N:7][C:6]([NH:18][CH2:19][C:20]3[CH:21]=[N:22][CH:23]=[CH:24][CH:25]=3)=[N:5][C:4]=2[CH:3]=1)[CH3:27], predict the reactants needed to synthesize it. The reactants are: Cl[C:2]1[S:10][C:9]2[C:8]([C:11]([C:13]3[S:14][CH:15]=[CH:16][CH:17]=3)=[O:12])=[N:7][C:6]([NH:18][CH2:19][C:20]3[CH:21]=[N:22][CH:23]=[CH:24][CH:25]=3)=[N:5][C:4]=2[CH:3]=1.[CH2:26]([NH2:28])[CH3:27].Cl. (6) Given the product [CH:1]1([CH2:8][C:9]([Cl:14])=[O:11])[CH2:7][CH2:6][CH2:5][CH2:4][CH2:3][CH2:2]1, predict the reactants needed to synthesize it. The reactants are: [CH:1]1([CH2:8][C:9]([OH:11])=O)[CH2:7][CH2:6][CH2:5][CH2:4][CH2:3][CH2:2]1.O=S(Cl)[Cl:14]. (7) Given the product [ClH:1].[NH2:15][C@H:11]1[CH2:12][CH2:13][CH2:14][C@@H:10]1[NH:9][C:7](=[O:8])[C:6]1[CH:23]=[C:2]([Cl:1])[CH:3]=[CH:4][C:5]=1[N:24]1[N:25]=[CH:26][CH:27]=[N:28]1, predict the reactants needed to synthesize it. The reactants are: [Cl:1][C:2]1[CH:3]=[CH:4][C:5]([N:24]2[N:28]=[CH:27][CH:26]=[N:25]2)=[C:6]([CH:23]=1)[C:7]([NH:9][C@H:10]1[CH2:14][CH2:13][CH2:12][C@@H:11]1[NH:15]C(=O)OC(C)(C)C)=[O:8].Cl.